From a dataset of Reaction yield outcomes from USPTO patents with 853,638 reactions. Predict the reaction yield, written as a fraction of the theoretical maximum amount of product (1.0 means a 100% yield; for example, 0.34 means a 34% yield). The reactants are [C:1]([Si:5]([O:8][CH:9]([CH2:14][CH2:15][C:16]1[CH:21]=[CH:20][C:19]([C:22]([CH2:41][CH3:42])([C:25]2[CH:30]=[CH:29][C:28](B3OC(C)(C)C(C)(C)O3)=[C:27]([CH3:40])[CH:26]=2)[CH2:23][CH3:24])=[CH:18][C:17]=1[CH3:43])[C:10]([CH3:13])([CH3:12])[CH3:11])([CH3:7])[CH3:6])([CH3:4])([CH3:3])[CH3:2].C1(P(C2CCCCC2)C2C=CC=CC=2C2C(OC)=CC=CC=2OC)CCCCC1.P([O-])([O-])([O-])=O.[K+].[K+].[K+].[CH3:81][O:82][C:83](=[O:100])[C@@H:84]([NH:92][C:93]([O:95][C:96]([CH3:99])([CH3:98])[CH3:97])=[O:94])[C:85]1[CH:90]=[CH:89][C:88](Cl)=[CH:87][CH:86]=1. The catalyst is C1(C)C=CC=CC=1.O.C(OCC)C.C([O-])(=O)C.[Pd+2].C([O-])(=O)C. The product is [CH3:81][O:82][C:83](=[O:100])[C@@H:84]([NH:92][C:93]([O:95][C:96]([CH3:99])([CH3:98])[CH3:97])=[O:94])[C:85]1[CH:90]=[CH:89][C:88]([C:28]2[CH:29]=[CH:30][C:25]([C:22]([C:19]3[CH:20]=[CH:21][C:16]([CH2:15][CH2:14][CH:9]([O:8][Si:5]([C:1]([CH3:4])([CH3:3])[CH3:2])([CH3:6])[CH3:7])[C:10]([CH3:13])([CH3:12])[CH3:11])=[C:17]([CH3:43])[CH:18]=3)([CH2:23][CH3:24])[CH2:41][CH3:42])=[CH:26][C:27]=2[CH3:40])=[CH:87][CH:86]=1. The yield is 0.670.